The task is: Predict which catalyst facilitates the given reaction.. This data is from Catalyst prediction with 721,799 reactions and 888 catalyst types from USPTO. (1) Reactant: C[Si](Cl)(C)C.[CH:6]([C:8]1[CH:15]=[CH:14][C:11]([C:12]#[N:13])=[CH:10][N:9]=1)=O.[F:16][C:17]([F:29])([F:28])[C:18]1[CH:19]=[C:20]([NH:24][C:25]([NH2:27])=[O:26])[CH:21]=[CH:22][CH:23]=1.[OH2:30].CN(C)[CH:33]=[O:34]. Product: [C:12]([C:11]1[CH:14]=[CH:15][C:8]([CH:6]([C:8]2[C:15](=[O:30])[CH2:14][CH2:11][CH2:10][C:33]=2[OH:34])[NH:27][C:25]([NH:24][C:20]2[CH:21]=[CH:22][CH:23]=[C:18]([C:17]([F:28])([F:29])[F:16])[CH:19]=2)=[O:26])=[N:9][CH:10]=1)#[N:13]. The catalyst class is: 10. (2) Reactant: [Cl-].[Al+3].[Cl-].[Cl-].CC(OC(=O)[NH:10][C@H:11]1[C:20]2[C:15](=[CH:16][CH:17]=[C:18]([Br:21])[CH:19]=2)[N:14]([C:22](=[O:24])[CH3:23])[C@@H:13]([CH3:25])[CH2:12]1)C.C(N(CC)CC)C.CO. Product: [NH2:10][C@H:11]1[C:20]2[C:15](=[CH:16][CH:17]=[C:18]([Br:21])[CH:19]=2)[N:14]([C:22](=[O:24])[CH3:23])[C@@H:13]([CH3:25])[CH2:12]1. The catalyst class is: 124. (3) Reactant: C(N(C(C)(C)C)C(=O)O)(C)(C)C.[CH3:13][NH:14][C:15]1[N:20]=[C:19]([C:21]2[C:22]([O:27][C:28]3[CH:33]=[CH:32][C:31]([NH:34][C:35]([NH2:37])=[NH:36])=[CH:30][CH:29]=3)=[N:23][CH:24]=[CH:25][CH:26]=2)[CH:18]=[CH:17][N:16]=1.[C:38]([OH:44])([C:40]([F:43])([F:42])[F:41])=[O:39]. Product: [OH:44][C:38]([C:40]([F:43])([F:42])[F:41])=[O:39].[OH:44][C:38]([C:40]([F:43])([F:42])[F:41])=[O:39].[CH3:13][NH:14][C:15]1[N:20]=[C:19]([C:21]2[C:22]([O:27][C:28]3[CH:33]=[CH:32][C:31]([NH:34][C:35]([NH2:37])=[NH:36])=[CH:30][CH:29]=3)=[N:23][CH:24]=[CH:25][CH:26]=2)[CH:18]=[CH:17][N:16]=1. The catalyst class is: 2.